Task: Predict the reaction yield, written as a fraction of the theoretical maximum amount of product (1.0 means a 100% yield; for example, 0.34 means a 34% yield).. Dataset: Reaction yield outcomes from USPTO patents with 853,638 reactions (1) The reactants are [F:1][C:2]1[CH:7]=[C:6](F)[CH:5]=[C:4]([F:9])[N:3]=1.[C:10]([C:12]1[CH:43]=[CH:42][C:15]([CH2:16][N:17]([CH2:34][C:35]2[CH:40]=[CH:39][C:38]([OH:41])=[CH:37][CH:36]=2)[C:18]2[C:19]([CH3:33])=[C:20]([N:24](S(C)(=O)=O)[S:25]([CH3:28])(=[O:27])=[O:26])[CH:21]=[CH:22][CH:23]=2)=[CH:14][CH:13]=1)#[N:11].C1CCN2C(=NCCC2)CC1.[NH4+].[Cl-]. The catalyst is CC#N. The product is [C:10]([C:12]1[CH:13]=[CH:14][C:15]([CH2:16][N:17]([CH2:34][C:35]2[CH:36]=[CH:37][C:38]([O:41][C:6]3[CH:7]=[C:2]([F:1])[N:3]=[C:4]([F:9])[CH:5]=3)=[CH:39][CH:40]=2)[C:18]2[C:19]([CH3:33])=[C:20]([NH:24][S:25]([CH3:28])(=[O:26])=[O:27])[CH:21]=[CH:22][CH:23]=2)=[CH:42][CH:43]=1)#[N:11]. The yield is 0.540. (2) The reactants are [OH:1][C:2]1[CH:3]=[C:4]([CH:8]=[CH:9][C:10]=1[O:11][CH3:12])[C:5]([OH:7])=[O:6].S(=O)(=O)(O)O.[CH3:18]O. No catalyst specified. The product is [OH:1][C:2]1[CH:3]=[C:4]([CH:8]=[CH:9][C:10]=1[O:11][CH3:12])[C:5]([O:7][CH3:18])=[O:6]. The yield is 1.00. (3) The reactants are [F:1][C:2]1([F:33])[O:6][C:5]2[CH:7]=[CH:8][C:9]([C:11]3([C:14]([NH:16][CH:17]4[C:31]5[C:26](=[CH:27][C:28]([F:32])=[CH:29][CH:30]=5)[O:25][C:19]5([CH2:24][CH2:23][NH:22][CH2:21][CH2:20]5)[CH2:18]4)=[O:15])[CH2:13][CH2:12]3)=[CH:10][C:4]=2[O:3]1.[CH2:34]1[O:36][C@H:35]1[CH2:37][OH:38]. The catalyst is CO.C(OCC)(=O)C. The product is [F:33][C:2]1([F:1])[O:6][C:5]2[CH:7]=[CH:8][C:9]([C:11]3([C:14]([NH:16][CH:17]4[C:31]5[C:26](=[CH:27][C:28]([F:32])=[CH:29][CH:30]=5)[O:25][C:19]5([CH2:24][CH2:23][N:22]([CH2:34][C@@H:35]([OH:36])[CH2:37][OH:38])[CH2:21][CH2:20]5)[CH2:18]4)=[O:15])[CH2:12][CH2:13]3)=[CH:10][C:4]=2[O:3]1. The yield is 0.492. (4) The reactants are I[C:2]1[N:3]=[CH:4][C:5]([NH2:8])=[N:6][CH:7]=1.[C:9]([O:13][CH3:14])(=[O:12])[C:10]#[CH:11].C(=O)([O-])[O-].[K+].[K+].C1COCC1. The catalyst is O.[Cu]I. The product is [NH2:8][C:5]1[N:6]=[CH:7][C:2]([C:11]#[C:10][C:9]([O:13][CH3:14])=[O:12])=[N:3][CH:4]=1. The yield is 0.380. (5) The reactants are [F:1][C:2]1[CH:7]=[CH:6][CH:5]=[CH:4][C:3]=1[N:8]1[CH2:12][CH2:11][N:10]([CH:13]2[CH2:18][CH2:17][N:16](C(OC(C)(C)C)=O)[CH2:15][CH2:14]2)[C:9]1=[O:26].[ClH:27].C(OCC)C. The catalyst is C(OCC)(=O)C. The product is [ClH:27].[F:1][C:2]1[CH:7]=[CH:6][CH:5]=[CH:4][C:3]=1[N:8]1[CH2:12][CH2:11][N:10]([CH:13]2[CH2:14][CH2:15][NH:16][CH2:17][CH2:18]2)[C:9]1=[O:26]. The yield is 0.520. (6) The reactants are [Br:1][CH2:2][CH2:3][OH:4].C(Cl)Cl.[C:8]([Si:12](Cl)([CH3:14])[CH3:13])([CH3:11])([CH3:10])[CH3:9]. The catalyst is C(OC(=O)C)C. The product is [Br:1][CH2:2][CH2:3][O:4][Si:12]([C:8]([CH3:11])([CH3:10])[CH3:9])([CH3:14])[CH3:13]. The yield is 0.775. (7) The reactants are Br[CH:2]([C:14]1[CH:19]=[CH:18][CH:17]=[CH:16][CH:15]=1)[C:3]([C:5]1[C:13]2[C:8](=[CH:9][CH:10]=[CH:11][CH:12]=2)[NH:7][CH:6]=1)=[O:4].[NH2:20][C:21]1[CH:22]=[C:23]([OH:27])[CH:24]=[CH:25][CH:26]=1. The catalyst is C(#N)C. The product is [OH:27][C:23]1[CH:22]=[C:21]([NH:20][CH:2]([C:14]2[CH:19]=[CH:18][CH:17]=[CH:16][CH:15]=2)[C:3]([C:5]2[C:13]3[C:8](=[CH:9][CH:10]=[CH:11][CH:12]=3)[NH:7][CH:6]=2)=[O:4])[CH:26]=[CH:25][CH:24]=1. The yield is 0.610. (8) The reactants are [N+:1]([C:4]1[CH:5]=[CH:6][C:7]([CH2:10][OH:11])=[N:8][CH:9]=1)([O-:3])=[O:2].N1C=CN=C1.[CH3:17][C:18]([Si:21](Cl)([CH3:23])[CH3:22])([CH3:20])[CH3:19]. The catalyst is ClCCl. The product is [Si:21]([O:11][CH2:10][C:7]1[CH:6]=[CH:5][C:4]([N+:1]([O-:3])=[O:2])=[CH:9][N:8]=1)([C:18]([CH3:20])([CH3:19])[CH3:17])([CH3:23])[CH3:22]. The yield is 0.760. (9) The reactants are Br[C:2]1[CH:3]=[C:4]2[C:10](I)=[N:9][NH:8][C:5]2=[CH:6][N:7]=1.[N:12]1[CH:17]=[CH:16][CH:15]=[C:14](B(O)O)[CH:13]=1.C(=O)([O-])[O-].[Na+].[Na+].CO[CH2:29][CH2:30]OC. The catalyst is CC#N.O.C(O)C. The product is [N:12]1[CH:17]=[CH:16][CH:15]=[C:14]([C:10]2[C:4]3[C:5](=[CH:6][N:7]=[C:2]([C:3]4[CH:2]=[N:7][CH:6]=[CH:29][CH:30]=4)[CH:3]=3)[NH:8][N:9]=2)[CH:13]=1. The yield is 0.280. (10) The reactants are [CH2:1]([O:8][C@H:9]1[C@H:15]([O:16][CH2:17][C:18]2[CH:23]=[CH:22][CH:21]=[CH:20][CH:19]=2)[C@@H:14]([O:24][CH2:25][C:26]2[CH:31]=[CH:30][CH:29]=[CH:28][CH:27]=2)[C@:13]2([C:33]3[CH:38]=[CH:37][C:36]([Cl:39])=[C:35]([CH2:40][C:41]4[CH:46]=[CH:45][C:44]([O:47][CH3:48])=[C:43]([F:49])[C:42]=4[F:50])[CH:34]=3)[O:32][C@@:10]1([CH:51]=[O:52])[CH2:11][O:12]2)[C:2]1[CH:7]=[CH:6][CH:5]=[CH:4][CH:3]=1.[CH3:53][Mg]Br. The catalyst is O1CCCC1. The product is [CH2:1]([O:8][C@H:9]1[C@H:15]([O:16][CH2:17][C:18]2[CH:19]=[CH:20][CH:21]=[CH:22][CH:23]=2)[C@@H:14]([O:24][CH2:25][C:26]2[CH:31]=[CH:30][CH:29]=[CH:28][CH:27]=2)[C@:13]2([C:33]3[CH:38]=[CH:37][C:36]([Cl:39])=[C:35]([CH2:40][C:41]4[CH:46]=[CH:45][C:44]([O:47][CH3:48])=[C:43]([F:49])[C:42]=4[F:50])[CH:34]=3)[O:32][C@@:10]1([CH:51]([OH:52])[CH3:53])[CH2:11][O:12]2)[C:2]1[CH:7]=[CH:6][CH:5]=[CH:4][CH:3]=1. The yield is 0.190.